This data is from Peptide-MHC class I binding affinity with 185,985 pairs from IEDB/IMGT. The task is: Regression. Given a peptide amino acid sequence and an MHC pseudo amino acid sequence, predict their binding affinity value. This is MHC class I binding data. The peptide sequence is EFIYWDWLY. The MHC is HLA-B44:02 with pseudo-sequence HLA-B44:02. The binding affinity (normalized) is 0.0847.